From a dataset of Catalyst prediction with 721,799 reactions and 888 catalyst types from USPTO. Predict which catalyst facilitates the given reaction. (1) Reactant: Cl.[NH2:2][C:3]1[N:8]=[C:7]([CH3:9])[C:6]([CH2:10][C:11]2[CH:16]=[CH:15][C:14]([CH2:17][C:18]([OH:20])=[O:19])=[CH:13][CH:12]=2)=[C:5]([NH:21][CH2:22][CH2:23][CH2:24][CH2:25][CH3:26])[N:4]=1.CS(O)(=O)=O.S(Cl)(Cl)=O.[CH3:36][N:37]([CH3:43])[CH2:38][CH2:39][CH2:40][CH2:41]O.CN(C)C. Product: [NH2:2][C:3]1[N:8]=[C:7]([CH3:9])[C:6]([CH2:10][C:11]2[CH:12]=[CH:13][C:14]([CH2:17][C:18]([O:20][CH2:41][CH2:40][CH2:39][CH2:38][N:37]([CH3:43])[CH3:36])=[O:19])=[CH:15][CH:16]=2)=[C:5]([NH:21][CH2:22][CH2:23][CH2:24][CH2:25][CH3:26])[N:4]=1. The catalyst class is: 115. (2) Reactant: [F:1][C:2]([F:7])([F:6])[C:3]([OH:5])=[O:4].[NH2:8][CH2:9][C@H:10]([NH:12][C:13]1[C:14]2[S:31][C:30](=[O:32])[NH:29][C:15]=2[N:16]=[C:17]([S:19][CH2:20][C:21]2[CH:26]=[CH:25][CH:24]=[C:23]([F:27])[C:22]=2[F:28])[N:18]=1)[CH3:11].C(C([Si](C)(C)[O:40][CH2:41][CH:42]=O)(CC)C)C.C(O[BH-](OC(=O)C)OC(=O)C)(=O)C.[Na+].Cl. Product: [F:1][C:2]([F:7])([F:6])[C:3]([OH:5])=[O:4].[F:28][C:22]1[C:23]([F:27])=[CH:24][CH:25]=[CH:26][C:21]=1[CH2:20][S:19][C:17]1[N:18]=[C:13]([NH:12][C@H:10]([CH3:11])[CH2:9][NH:8][CH2:42][CH2:41][OH:40])[C:14]2[S:31][C:30](=[O:32])[NH:29][C:15]=2[N:16]=1. The catalyst class is: 1. (3) The catalyst class is: 3. Product: [CH2:16]([C:12]1[C:11]2[C:15]3=[C:7]([NH:6][S:3](=[O:5])(=[O:4])[CH2:2][N:14]3[CH:13]=1)[CH:8]=[C:9]([C:18]([O:20][CH3:21])=[O:19])[CH:10]=2)[CH3:17]. Reactant: Cl[CH2:2][S:3]([NH:6][C:7]1[CH:8]=[C:9]([C:18]([O:20][CH3:21])=[O:19])[CH:10]=[C:11]2[C:15]=1[NH:14][CH:13]=[C:12]2[CH2:16][CH3:17])(=[O:5])=[O:4].[H-].[Na+].